From a dataset of Forward reaction prediction with 1.9M reactions from USPTO patents (1976-2016). Predict the product of the given reaction. (1) Given the reactants [CH:1]([O:4][C:5](=[O:31])[C:6]1[CH:11]=[CH:10][C:9]([C:12]#[C:13][C:14]2[CH:19]=[CH:18][C:17]([CH2:20][C:21]([O:23]C)=[O:22])=[CH:16][CH:15]=2)=[CH:8][C:7]=1[CH2:25][N:26]([CH:28]1[CH2:30][CH2:29]1)[CH3:27])([CH3:3])[CH3:2].O1CCCC1.O.O.[OH-].[Li+], predict the reaction product. The product is: [CH:1]([O:4][C:5](=[O:31])[C:6]1[CH:11]=[CH:10][C:9]([C:12]#[C:13][C:14]2[CH:19]=[CH:18][C:17]([CH2:20][C:21]([OH:23])=[O:22])=[CH:16][CH:15]=2)=[CH:8][C:7]=1[CH2:25][N:26]([CH:28]1[CH2:30][CH2:29]1)[CH3:27])([CH3:3])[CH3:2]. (2) Given the reactants [CH3:1][S:2]([C:5]1[CH:10]=[CH:9][C:8]([C:11]([N:13]2[CH2:19][C:18]3[CH:20]=[C:21]([C:24]4[CH:33]=[CH:32][C:27]5[NH:28][C:29](=[S:31])[NH:30][C:26]=5[CH:25]=4)[CH:22]=[CH:23][C:17]=3[O:16][CH2:15][CH2:14]2)=[O:12])=[CH:7][CH:6]=1)(=[O:4])=[O:3].[C:34]([O-])([O-])=O.[K+].[K+].IC, predict the reaction product. The product is: [CH3:1][S:2]([C:5]1[CH:6]=[CH:7][C:8]([C:11]([N:13]2[CH2:19][C:18]3[CH:20]=[C:21]([C:24]4[CH:33]=[CH:32][C:27]5[N:28]=[C:29]([S:31][CH3:34])[NH:30][C:26]=5[CH:25]=4)[CH:22]=[CH:23][C:17]=3[O:16][CH2:15][CH2:14]2)=[O:12])=[CH:9][CH:10]=1)(=[O:4])=[O:3]. (3) Given the reactants [Br:1][C:2]1[CH:3]=[CH:4][C:5]([O:32][C:33]([C:36](O)=[O:37])([CH3:35])[CH3:34])=[C:6]([CH:8]2[C:13]3(C4C(=CC(Cl)=CC=4)N[C:14]3=[O:23])[CH:12]([C:24]3[CH:29]=[CH:28][CH:27]=[C:26]([Cl:30])[CH:25]=3)[CH2:11][C:10](=[O:31])[NH:9]2)[CH:7]=1.C[CH2:40][N:41]=[C:42]=NCCCN(C)C.[CH:50]1[CH:51]=[CH:52][C:53]2N(O)N=[N:56][C:54]=2[CH:55]=1.CCN(C(C)C)C(C)C.[ClH:69].CNC, predict the reaction product. The product is: [Br:1][C:2]1[CH:3]=[CH:4][C:5]([O:32][C:33]([C:36](=[O:37])[N:41]([CH3:42])[CH3:40])([CH3:35])[CH3:34])=[C:6]([CH:8]2[C:13]3([C:53]4[C:54](=[CH:55][C:50]([Cl:69])=[CH:51][CH:52]=4)[NH:56][C:14]3=[O:23])[CH:12]([C:24]3[CH:29]=[CH:28][CH:27]=[C:26]([Cl:30])[CH:25]=3)[CH2:11][C:10](=[O:31])[NH:9]2)[CH:7]=1. (4) Given the reactants [C:1](OC(=O)C)(=[O:3])[CH3:2].[CH3:8][O:9][C:10]1[CH:11]=[C:12](/[CH:22]=[C:23]2\[CH2:24][CH2:25][C@H:26]3[CH2:31][NH:30][CH2:29][C@@H:28]([C:32]4[CH:37]=[C:36]([F:38])[C:35]([F:39])=[C:34]([F:40])[CH:33]=4)[N:27]3[C:41]\2=[O:42])[CH:13]=[CH:14][C:15]=1[N:16]1[CH:20]=[C:19]([CH3:21])[N:18]=[CH:17]1, predict the reaction product. The product is: [C:1]([N:30]1[CH2:29][C@@H:28]([C:32]2[CH:37]=[C:36]([F:38])[C:35]([F:39])=[C:34]([F:40])[CH:33]=2)[N:27]2[C:41](=[O:42])/[C:23](=[CH:22]/[C:12]3[CH:13]=[CH:14][C:15]([N:16]4[CH:20]=[C:19]([CH3:21])[N:18]=[CH:17]4)=[C:10]([O:9][CH3:8])[CH:11]=3)/[CH2:24][CH2:25][C@H:26]2[CH2:31]1)(=[O:3])[CH3:2]. (5) Given the reactants [O:1]=[CH:2][C@H:3]([C@@H:5]([C@@H:7]([C@H:9]([CH3:11])[OH:10])[OH:8])[OH:6])[OH:4], predict the reaction product. The product is: [CH2:2]([OH:1])[C@H:3]([C@@H:5]([C@@H:7]([C@H:9]([CH3:11])[OH:10])[OH:8])[OH:6])[OH:4].